The task is: Binary Classification. Given a miRNA mature sequence and a target amino acid sequence, predict their likelihood of interaction.. This data is from Experimentally validated miRNA-target interactions with 360,000+ pairs, plus equal number of negative samples. (1) The miRNA is mmu-miR-466o-5p with sequence UGAUGUGUGUGUACAUGUACAU. The protein sequence of the target gene is MGAGGRRMPVPPARLLLLPLLPCLLLLAPGTRGAPGCPVPIRGCKCSGERPKGLSGGAHNPARRRVVCGGGDLPEPPDPGLLPNGTITLLLSNNKITGLRNGSFLGLSLLEKLDLRSNVISTVQPGAFLGLGELKRLDLSNNRIGCLTSETFQGLPRLLRLNISGNIYSSLQPGVFDELPALKIVDFGTEFLTCDCRLRWLLPWARNHSLQLSERTLCAYPSALHAHALSSLQESQLRCEGALELHTHYLIPSLRQVVFQGDRLPFQCSASYLGNDTRIHWYHNGAPMESDEQAGIVLAE.... Result: 0 (no interaction). (2) The miRNA is hsa-miR-4770 with sequence UGAGAUGACACUGUAGCU. The protein sequence of the target gene is MWILSNLMGTSEEGNLLSTVSPTVKALFGKTRVSPIFPFSPRSPFQPLIPRTPGSPWGPVGPASPLGPGFPIGPMGPGKPVGPKGPMLPLGPSGPVGPTSPLFPFCP. Result: 0 (no interaction). (3) The miRNA is hsa-miR-8057 with sequence GUGGCUCUGUAGUAAGAUGGA. The protein sequence of the target gene is MPELAKSAPAPKKGSKKAVTKAQKKDGKKRKRSRKESYSVYVYKVLKQVHPDTGISSKAMGIMNSFVNDIFERIASEASRLAHYNKRSTITSREIQTAVRLLLPGELAKHAVSEGTKAVTKYTSSK. Result: 1 (interaction). (4) The protein sequence of the target gene is METRYNLKSPAVKRLMKEAAELKDPTDHYHAQPLEDNLFEWHFTVRGPPDSDFDGGVYHGRIVLPPEYPMKPPSIILLTANGRFEVGKKICLSISGHHPETWQPSWSIRTALLAIIGFMPTKGEGAIGSLDYTPEERRALAKKSQDFCCEGCGSAMKDVLLPLKSGSDSSQADQEAKELARQISFKAEVNSSGKTISESDLNHSFSLTDLQDDIPTTFQGATASTSYGLQNSSAASFHQPTQPVAKNTSMSPRQRRAQQQSQRRLSTSPDVIQGHQPRDNHTDHGGSAVLIVILTLALAA.... Result: 0 (no interaction). The miRNA is hsa-miR-328-3p with sequence CUGGCCCUCUCUGCCCUUCCGU. (5) The protein sequence of the target gene is MSPPKDPSPSLPLPSSSSHSSSPPSSSSTSVSGNAPDGSSPPQMTASEPLSQVSRGHPSPPTPNFRRRAVAQGAPREIPLYLPHHPKPEWAEYCLVSPGEDGLSDPAEMTSDECQPAEAPLGDIGSNHRDPHPIWGKDRSWTGQELSPLAGEDREKGSTGARKEEEGGPVLVKEKLGLKKLVLTQEQKTMLLDWNDSIPESVHLKAGERISQKSAENGRGGRVLKPVRPLLLPRAAGEPLPTQRGAQEKMGTPAEQAQGERNVPPPKSPLRLIANAIRRSLEPLLSNSEGGKKAWAKQES.... Result: 0 (no interaction). The miRNA is mmu-miR-3105-5p with sequence AGAGCAAGCCCGUAAGCAGCGU. (6) The miRNA is cel-miR-81-3p with sequence UGAGAUCAUCGUGAAAGCUAGU. The protein sequence of the target gene is MALRRGGCGALGLLLLLLGAACLIPRSAQVRRLARCPATCSCTKESIICVGSSWVPRIVPGDISSLSLVNGTFSEIKDRMFSHLPSLQLLLLNSNSFTIIRDDAFAGLFHLEYLFIEGNKIETISRNAFRGLRDLTHLSLANNHIKALPRDVFSDLDSLIELDLRGNKFECDCKAKWLYLWLKMTNSTVSDVLCIGPPEYQEKKLNDVTSFDYECTTTDFVVHQTLPYQSVSVDTFNSKNDVYVAIAQPSMENCMVLEWDHIEMNFRSYDNITGQSIVGCKAILIDDQVFVVVAQLFGGS.... Result: 0 (no interaction).